From a dataset of Forward reaction prediction with 1.9M reactions from USPTO patents (1976-2016). Predict the product of the given reaction. (1) Given the reactants C(N(CC)CC)C.Cl.[Br:9][C:10]1[CH:11]=[C:12]([CH:15]=[CH:16][CH:17]=1)[CH2:13][NH2:14].[C:18](O[C:18]([O:20][C:21]([CH3:24])([CH3:23])[CH3:22])=[O:19])([O:20][C:21]([CH3:24])([CH3:23])[CH3:22])=[O:19].O, predict the reaction product. The product is: [Br:9][C:10]1[CH:11]=[C:12]([CH:15]=[CH:16][CH:17]=1)[CH2:13][NH:14][C:18](=[O:19])[O:20][C:21]([CH3:24])([CH3:23])[CH3:22]. (2) Given the reactants [Cl:1][C:2]1[CH:3]=[C:4]2[C:9](=[C:10]([Cl:20])[C:11]=1[O:12][CH2:13][CH:14]1[CH2:19][CH2:18][CH2:17][CH2:16][CH2:15]1)[O:8][CH:7]([C:21]([F:24])([F:23])[F:22])[C:6]([C:25]([OH:27])=[O:26])=[CH:5]2.C1([C@H](N)C)C2C(=CC=CC=2)C=CC=1, predict the reaction product. The product is: [Cl:1][C:2]1[CH:3]=[C:4]2[C:9](=[C:10]([Cl:20])[C:11]=1[O:12][CH2:13][CH:14]1[CH2:15][CH2:16][CH2:17][CH2:18][CH2:19]1)[O:8][C@H:7]([C:21]([F:23])([F:24])[F:22])[C:6]([C:25]([OH:27])=[O:26])=[CH:5]2.